Dataset: Peptide-MHC class II binding affinity with 134,281 pairs from IEDB. Task: Regression. Given a peptide amino acid sequence and an MHC pseudo amino acid sequence, predict their binding affinity value. This is MHC class II binding data. (1) The peptide sequence is EIVQFLEETFAAYDQ. The MHC is DRB1_1201 with pseudo-sequence DRB1_1201. The binding affinity (normalized) is 0.156. (2) The peptide sequence is MSSKFPELGMNASHC. The MHC is HLA-DQA10501-DQB10301 with pseudo-sequence HLA-DQA10501-DQB10301. The binding affinity (normalized) is 0.162.